From a dataset of Catalyst prediction with 721,799 reactions and 888 catalyst types from USPTO. Predict which catalyst facilitates the given reaction. (1) Reactant: [CH:1]([C:4]1[CH:9]=[CH:8][CH:7]=[CH:6][C:5]=1[OH:10])([CH3:3])[CH3:2].[Br-:11].[Br-].O1CCOCC1. Product: [Br:11][C:8]1[CH:7]=[CH:6][C:5]([OH:10])=[C:4]([CH:1]([CH3:3])[CH3:2])[CH:9]=1. The catalyst class is: 28. (2) The catalyst class is: 2. Reactant: CN([CH:4]=[O:5])C.O=P(Cl)(Cl)Cl.[NH:11]1[CH:15]=[CH:14][CH:13]=[C:12]1[CH2:16][N:17]1[CH2:22][CH2:21][O:20][CH2:19][CH2:18]1.C([O-])(=O)C.[K+].[OH-].[Na+]. Product: [N:17]1([CH2:16][C:12]2[NH:11][C:15]([CH:4]=[O:5])=[CH:14][CH:13]=2)[CH2:18][CH2:19][O:20][CH2:21][CH2:22]1. (3) Reactant: [Br:1][C:2]1[S:6][C:5]([Cl:7])=[C:4]([CH2:8][C:9]2[CH:14]=[CH:13][C:12]([OH:15])=[CH:11][CH:10]=2)[CH:3]=1.[CH:16]1[CH:21]=CC(P(C2C=CC=CC=2)C2C=CC=CC=2)=C[CH:17]=1.CC(OC(/N=N/C(OC(C)C)=O)=O)C.CC(O)C. Product: [Br:1][C:2]1[S:6][C:5]([Cl:7])=[C:4]([CH2:8][C:9]2[CH:14]=[CH:13][C:12]([O:15][CH:16]([CH3:21])[CH3:17])=[CH:11][CH:10]=2)[CH:3]=1. The catalyst class is: 1. (4) Reactant: CN(C=[C:5]([C:14](=O)[CH3:15])[C:6]([NH:8][CH:9]([CH:11]([CH3:13])[CH3:12])[CH3:10])=O)C.[Cl-].[Cl:18]C=[N+](C)C.[C:23](=[O:26])([O-])O.[Na+].[C:28](=[O:31])([O-])[O-].[K+].[K+]. Product: [Cl:18][C:14]1[CH:5]=[CH:6][N:8]([CH:9]([CH:11]([CH3:13])[CH3:12])[CH3:10])[C:28](=[O:31])[C:15]=1[CH:23]=[O:26]. The catalyst class is: 9. (5) Reactant: Br[C:2]1[CH:7]=[CH:6][C:5]([Br:8])=[CH:4][CH:3]=1.[NH2:9][C:10]1[CH:11]=[C:12](B(O)O)[CH:13]=[CH:14][CH:15]=1.C(=O)([O-])[O-].[Na+].[Na+].C(OCC)(=O)C. Product: [Br:8][C:5]1[CH:6]=[CH:7][C:2]([C:14]2[CH:13]=[CH:12][CH:11]=[C:10]([NH2:9])[CH:15]=2)=[CH:3][CH:4]=1. The catalyst class is: 35. (6) Reactant: [C:1]([NH:8][C@H:9]([C:19]([O:21][C:22]([CH3:25])([CH3:24])[CH3:23])=[O:20])[CH2:10][CH2:11][C:12]([O:14][C:15]([CH3:18])([CH3:17])[CH3:16])=[O:13])([O:3][C:4]([CH3:7])([CH3:6])[CH3:5])=[O:2].C[Si]([N-][Si](C)(C)C)(C)C.[Li+].[CH2:36]([O:43][C:44]1[CH:45]=[CH:46][C:47]([CH2:50]Br)=[N:48][CH:49]=1)[C:37]1[CH:42]=[CH:41][CH:40]=[CH:39][CH:38]=1.Cl. Product: [CH2:36]([O:43][C:44]1[CH:45]=[CH:46][C:47]([CH2:50][C@H:11]([C:12]([O:14][C:15]([CH3:16])([CH3:18])[CH3:17])=[O:13])[CH2:10][C@@H:9]([C:19]([O:21][C:22]([CH3:25])([CH3:24])[CH3:23])=[O:20])[NH:8][C:1]([O:3][C:4]([CH3:7])([CH3:6])[CH3:5])=[O:2])=[N:48][CH:49]=1)[C:37]1[CH:38]=[CH:39][CH:40]=[CH:41][CH:42]=1. The catalyst class is: 7. (7) Reactant: [CH3:1][O:2][C:3]1[CH:4]=[C:5]2[C:10](=[CH:11][C:12]=1[O:13][CH3:14])[N:9]=[CH:8][N:7]=[C:6]2[CH:15]1[CH2:20][CH2:19][NH:18][CH2:17][CH2:16]1.[N+](C1C=CC([O:30][C:31](=O)[NH:32][C:33]2[CH:38]=[CH:37][C:36]([I:39])=[CH:35][CH:34]=2)=CC=1)([O-])=O.CCN(C(C)C)C(C)C.C(Cl)(Cl)Cl. Product: [I:39][C:36]1[CH:37]=[CH:38][C:33]([NH:32][C:31]([N:18]2[CH2:19][CH2:20][CH:15]([C:6]3[C:5]4[C:10](=[CH:11][C:12]([O:13][CH3:14])=[C:3]([O:2][CH3:1])[CH:4]=4)[N:9]=[CH:8][N:7]=3)[CH2:16][CH2:17]2)=[O:30])=[CH:34][CH:35]=1. The catalyst class is: 2. (8) The catalyst class is: 5. Product: [Cl:9][CH:10]=[C:11]1[CH:17]=[CH:16][C:15]2[CH:18]=[C:19]([C:20](=[N:7][OH:8])[CH3:21])[CH:22]=[CH:2][C:1]=2[O:4][CH2:12]1. Reactant: [C:1]([O-:4])(=O)[CH3:2].[Na+].Cl.[NH2:7][OH:8].[Cl:9][CH:10]=[C:11]1[CH:17]=[CH:16][C:15]2[CH:18]=[C:19]([CH:22]=O)[CH:20]=[CH:21]C=2O[CH2:12]1. (9) Reactant: [C:1]([O:5][C:6]([NH:8][C@@H:9]1[CH2:14][CH2:13][CH2:12][N:11]([C:15]2[N:23]([CH2:24][CH:25]=[C:26]([CH3:28])[CH3:27])[C:22]3[C:21](=[O:29])[N:20]([CH2:30][C:31]([C:33]4[CH:38]=[CH:37][CH:36]=[C:35]([O:39][CH3:40])[CH:34]=4)=[O:32])[CH:19]=[N:18][C:17]=3[C:16]=2[C:41]([OH:43])=O)[CH2:10]1)=[O:7])([CH3:4])([CH3:3])[CH3:2].[Cl-].[NH4+].C[N:47](C(ON1N=NC2C=CC=NC1=2)=[N+](C)C)C.F[P-](F)(F)(F)(F)F. Product: [C:1]([O:5][C:6](=[O:7])[NH:8][C@@H:9]1[CH2:14][CH2:13][CH2:12][N:11]([C:15]2[N:23]([CH2:24][CH:25]=[C:26]([CH3:27])[CH3:28])[C:22]3[C:21](=[O:29])[N:20]([CH2:30][C:31]([C:33]4[CH:38]=[CH:37][CH:36]=[C:35]([O:39][CH3:40])[CH:34]=4)=[O:32])[CH:19]=[N:18][C:17]=3[C:16]=2[C:41](=[O:43])[NH2:47])[CH2:10]1)([CH3:3])([CH3:2])[CH3:4]. The catalyst class is: 3. (10) Reactant: [NH:1]1[C:9]2[C:4](=[CH:5][CH:6]=[CH:7][N:8]=2)[CH:3]=[CH:2]1.[Cl:10][CH2:11][C:12](Cl)=[O:13].[Cl-].[Al+3].[Cl-].[Cl-]. Product: [Cl:10][CH2:11][C:12]([C:3]1[C:4]2[C:9](=[N:8][CH:7]=[CH:6][CH:5]=2)[NH:1][CH:2]=1)=[O:13]. The catalyst class is: 534.